From a dataset of Forward reaction prediction with 1.9M reactions from USPTO patents (1976-2016). Predict the product of the given reaction. (1) Given the reactants [Br:1][C:2]1[C:3]([CH3:13])=[N:4][C:5]([C:8]2[N:12]=[CH:11][NH:10][N:9]=2)=[CH:6][CH:7]=1.C(=O)([O-])[O-].[Na+].[Na+].[C:20](O[C:20]([O:22][C:23]([CH3:26])([CH3:25])[CH3:24])=[O:21])([O:22][C:23]([CH3:26])([CH3:25])[CH3:24])=[O:21], predict the reaction product. The product is: [Br:1][C:2]1[CH:7]=[CH:6][C:5]([C:8]2[N:12]=[CH:11][N:10]([C:20]([O:22][C:23]([CH3:26])([CH3:25])[CH3:24])=[O:21])[N:9]=2)=[N:4][C:3]=1[CH3:13]. (2) Given the reactants [CH:1]([C:3]1[CH:20]=[CH:19][C:6]([O:7][CH2:8][CH2:9][C:10]2[CH:18]=[CH:17][C:13]([C:14]([OH:16])=O)=[CH:12][CH:11]=2)=[CH:5][CH:4]=1)=[O:2].CN(C(O[N:29]1N=N[C:31]2C=CC=[CH:35][C:30]1=2)=[N+](C)C)C.[B-](F)(F)(F)F.C(N)(C)C.O, predict the reaction product. The product is: [CH:1]([C:3]1[CH:4]=[CH:5][C:6]([O:7][CH2:8][CH2:9][C:10]2[CH:11]=[CH:12][C:13]([C:14]([NH:29][CH:30]([CH3:35])[CH3:31])=[O:16])=[CH:17][CH:18]=2)=[CH:19][CH:20]=1)=[O:2]. (3) Given the reactants [Br:1][C:2]1[CH:7]=[C:6]([CH3:8])[C:5]([F:9])=[CH:4][C:3]=1[OH:10].Br[CH2:12][CH:13]1[CH2:15][CH2:14]1, predict the reaction product. The product is: [Br:1][C:2]1[CH:7]=[C:6]([CH3:8])[C:5]([F:9])=[CH:4][C:3]=1[O:10][CH2:12][CH:13]1[CH2:15][CH2:14]1. (4) Given the reactants FC1C=C2C(C(=O)CC3(O2)CCN(C(OC(C)(C)C)=O)CC3)=CC=1.[Cl:25][C:26]1[CH:27]=[CH:28][CH:29]=[C:30]2[C:47]=1[O:46][C:33]1([CH2:38][CH2:37][N:36](C(OC(C)(C)C)=O)[CH2:35][CH2:34]1)[CH2:32][C:31]2=[O:48], predict the reaction product. The product is: [ClH:25].[Cl:25][C:26]1[CH:27]=[CH:28][CH:29]=[C:30]2[C:47]=1[O:46][C:33]1([CH2:34][CH2:35][NH:36][CH2:37][CH2:38]1)[CH2:32][C:31]2=[O:48]. (5) The product is: [CH3:1][C:2]1[C:3]([CH2:15][O:16][C:17]2[CH:22]=[CH:21][C:20]([C:23]3[C:27]([C:32]#[N:33])=[C:26]([CH3:29])[N:25]([CH3:30])[N:24]=3)=[CH:19][C:18]=2[CH3:31])=[C:4]([N:8]2[C:12](=[O:13])[N:11]([CH3:14])[N:10]=[N:9]2)[CH:5]=[CH:6][CH:7]=1. Given the reactants [CH3:1][C:2]1[C:3]([CH2:15][O:16][C:17]2[CH:22]=[CH:21][C:20]([C:23]3[C:27](I)=[C:26]([CH3:29])[N:25]([CH3:30])[N:24]=3)=[CH:19][C:18]=2[CH3:31])=[C:4]([N:8]2[C:12](=[O:13])[N:11]([CH3:14])[N:10]=[N:9]2)[CH:5]=[CH:6][CH:7]=1.[CH3:32][N:33]1CCCC1=O, predict the reaction product. (6) Given the reactants FC(F)(F)S(O[C:7]1[CH:15]=[CH:14][CH:13]=[C:12]2[C:8]=1[CH:9]=[C:10]([CH3:16])[NH:11]2)(=O)=O.B1(B2OC(C)(C)C(C)(C)O2)OC(C)(C)C(C)(C)O1.C([O-])(=O)C.[K+].Cl[C:43]1[N:48]=[C:47]([N:49]2[CH2:54][CH2:53][O:52][CH2:51][C@H:50]2[CH3:55])[CH:46]=[C:45]([C:56]2([S:62]([CH3:65])(=[O:64])=[O:63])[CH2:61][CH2:60][O:59][CH2:58][CH2:57]2)[N:44]=1.C(=O)([O-])[O-].[Na+].[Na+], predict the reaction product. The product is: [CH3:16][C:10]1[NH:11][C:12]2[C:8]([CH:9]=1)=[C:7]([C:43]1[N:48]=[C:47]([N:49]3[CH2:54][CH2:53][O:52][CH2:51][C@H:50]3[CH3:55])[CH:46]=[C:45]([C:56]3([S:62]([CH3:65])(=[O:63])=[O:64])[CH2:57][CH2:58][O:59][CH2:60][CH2:61]3)[N:44]=1)[CH:15]=[CH:14][CH:13]=2. (7) Given the reactants [CH:1]1([C:4]2[CH:11]=[CH:10][C:9]([CH2:12][OH:13])=[CH:8][C:5]=2[C:6]#[N:7])[CH2:3][CH2:2]1.[H-].[Na+].[CH3:16]I, predict the reaction product. The product is: [CH:1]1([C:4]2[CH:11]=[CH:10][C:9]([CH2:12][O:13][CH3:16])=[CH:8][C:5]=2[C:6]#[N:7])[CH2:2][CH2:3]1. (8) Given the reactants [F:1][C:2]1[CH:3]=[CH:4][C:5]([O:29][CH3:30])=[C:6]([C:8]2[C:13]([C:14]#[N:15])=[CH:12][N:11]=[C:10]3[N:16](S(C4C=CC=CC=4)(=O)=O)[C:17]([I:19])=[CH:18][C:9]=23)[CH:7]=1.[OH-].[Li+].Cl, predict the reaction product. The product is: [F:1][C:2]1[CH:3]=[CH:4][C:5]([O:29][CH3:30])=[C:6]([C:8]2[C:13]([C:14]#[N:15])=[CH:12][N:11]=[C:10]3[NH:16][C:17]([I:19])=[CH:18][C:9]=23)[CH:7]=1.